This data is from Catalyst prediction with 721,799 reactions and 888 catalyst types from USPTO. The task is: Predict which catalyst facilitates the given reaction. Product: [ClH:24].[CH:1]1([C:7]2([C:20](=[O:23])[CH2:21][CH3:22])[CH2:8][CH2:9][NH:10][CH2:11][CH2:12]2)[CH2:2][CH2:3][CH2:4][CH2:5][CH2:6]1. Reactant: [CH:1]1([C:7]2([C:20](=[O:23])[CH2:21][CH3:22])[CH2:12][CH2:11][N:10](C(OC(C)(C)C)=O)[CH2:9][CH2:8]2)[CH2:6][CH2:5][CH2:4][CH2:3][CH2:2]1.[ClH:24]. The catalyst class is: 13.